Dataset: NCI-60 drug combinations with 297,098 pairs across 59 cell lines. Task: Regression. Given two drug SMILES strings and cell line genomic features, predict the synergy score measuring deviation from expected non-interaction effect. Drug 1: CC12CCC(CC1=CCC3C2CCC4(C3CC=C4C5=CN=CC=C5)C)O. Drug 2: C1=CN(C=N1)CC(O)(P(=O)(O)O)P(=O)(O)O. Cell line: RPMI-8226. Synergy scores: CSS=7.31, Synergy_ZIP=-7.60, Synergy_Bliss=-7.01, Synergy_Loewe=-25.3, Synergy_HSA=-10.1.